Task: Predict which catalyst facilitates the given reaction.. Dataset: Catalyst prediction with 721,799 reactions and 888 catalyst types from USPTO (1) Reactant: Br[C:2]1[N:7]=[CH:6][C:5]2[C:8]([N:14]3[CH2:18][CH2:17][N:16]([CH3:19])[C:15]3=[O:20])=[N:9][N:10]([CH:11]([CH3:13])[CH3:12])[C:4]=2[CH:3]=1.[CH:21]1([S:24]([N:27]2[CH:31]=[C:30]([C:32]3[N:37]=[C:36]([NH2:38])[CH:35]=[CH:34][N:33]=3)[CH:29]=[N:28]2)(=[O:26])=[O:25])[CH2:23][CH2:22]1.C1(P(C2C=CC=CC=2)C2C3OC4C(=CC=CC=4P(C4C=CC=CC=4)C4C=CC=CC=4)C(C)(C)C=3C=CC=2)C=CC=CC=1.C(=O)([O-])[O-].[Cs+].[Cs+]. Product: [CH:21]1([S:24]([N:27]2[CH:31]=[C:30]([C:32]3[N:37]=[C:36]([NH:38][C:2]4[N:7]=[CH:6][C:5]5[C:8]([N:14]6[CH2:18][CH2:17][N:16]([CH3:19])[C:15]6=[O:20])=[N:9][N:10]([CH:11]([CH3:13])[CH3:12])[C:4]=5[CH:3]=4)[CH:35]=[CH:34][N:33]=3)[CH:29]=[N:28]2)(=[O:25])=[O:26])[CH2:23][CH2:22]1. The catalyst class is: 62. (2) Reactant: O1C2=C3C(=CC=C2CC(N)C1)N=CC=C3.Cl.Cl.CCOCC.Cl.Cl.[F:25][C:26]1[CH:27]=[C:28]2[C:32](=[CH:33][CH:34]=1)[NH:31][CH:30]=[C:29]2[CH2:35][CH2:36][CH2:37][NH:38][CH:39]1[CH2:52][O:51][C:42]2=[C:43]3[C:48](=[CH:49][CH:50]=[C:41]2[CH2:40]1)[N:47]=[CH:46][CH:45]=[CH:44]3. Product: [F:25][C:26]1[CH:27]=[C:28]2[C:32](=[CH:33][CH:34]=1)[NH:31][CH:30]=[C:29]2[CH2:35][CH2:36][CH2:37][NH:38][CH:39]1[CH2:52][O:51][C:42]2=[C:43]3[C:48](=[CH:49][CH:50]=[C:41]2[CH2:40]1)[N:47]=[CH:46][CH:45]=[CH:44]3. The catalyst class is: 13. (3) Reactant: [Sn](Cl)(Cl)(Cl)Cl.[Cl:6][C:7]1[CH:8]=[CH:9][C:10]([N+:18]([O-])=O)=[C:11]([N:13]2[CH2:17][CH2:16][CH2:15][CH2:14]2)[CH:12]=1.[NH4+].[OH-]. Product: [NH2:18][C:10]1[CH:9]=[CH:8][C:7]([Cl:6])=[CH:12][C:11]=1[N:13]1[CH2:17][CH2:16][CH2:15][CH2:14]1. The catalyst class is: 14. (4) Reactant: [CH3:1][O:2][C:3]1[CH:4]=[C:5]([C:9]2[CH:14]=[CH:13][CH:12]=[C:11]([CH:15]3[S:20][CH2:19][CH2:18][CH2:17][S:16]3)[CH:10]=2)[CH:6]=[CH:7][CH:8]=1.C([Li])CCC.[Si:26]([O:43][C:44]1[CH:51]=[CH:50][C:47]([CH:48]=[O:49])=[CH:46][CH:45]=1)([C:39]([CH3:42])([CH3:41])[CH3:40])([C:33]1[CH:38]=[CH:37][CH:36]=[CH:35][CH:34]=1)[C:27]1[CH:32]=[CH:31][CH:30]=[CH:29][CH:28]=1.[Cl-].[NH4+]. Product: [Si:26]([O:43][C:44]1[CH:51]=[CH:50][C:47]([CH:48]([C:15]2([C:11]3[CH:10]=[C:9]([C:5]4[CH:6]=[CH:7][CH:8]=[C:3]([O:2][CH3:1])[CH:4]=4)[CH:14]=[CH:13][CH:12]=3)[S:16][CH2:17][CH2:18][CH2:19][S:20]2)[OH:49])=[CH:46][CH:45]=1)([C:39]([CH3:41])([CH3:42])[CH3:40])([C:33]1[CH:38]=[CH:37][CH:36]=[CH:35][CH:34]=1)[C:27]1[CH:28]=[CH:29][CH:30]=[CH:31][CH:32]=1. The catalyst class is: 7. (5) Product: [CH3:14][Si:13]([CH3:16])([CH3:15])[C:9]1[CH:8]=[C:7]([B:17]([OH:20])[OH:18])[CH:12]=[CH:11][CH:10]=1. The catalyst class is: 316. Reactant: C([Li])(C)(C)C.Br[C:7]1[CH:12]=[CH:11][CH:10]=[C:9]([Si:13]([CH3:16])([CH3:15])[CH3:14])[CH:8]=1.[B:17](OC)([O:20]C)[O:18]C.Cl. (6) Reactant: [OH:1][C@:2]1([C:16]2[S:17][C:18]([C:21]3[CH:26]=[C:25]([NH:27][C:28]4[N:33]=[C:32]([C:34]([F:37])([F:36])[F:35])[CH:31]=[CH:30][N:29]=4)[CH:24]=[C:23]([CH3:38])[CH:22]=3)=[CH:19][N:20]=2)[CH2:11][CH2:10][CH2:9][C:8]2[CH:7]=[C:6]([C:12]([O:14]C)=[O:13])[CH:5]=[CH:4][C:3]1=2.[OH-].[K+].FC(F)(F)C(O)=O. Product: [OH:1][C@:2]1([C:16]2[S:17][C:18]([C:21]3[CH:26]=[C:25]([NH:27][C:28]4[N:33]=[C:32]([C:34]([F:36])([F:37])[F:35])[CH:31]=[CH:30][N:29]=4)[CH:24]=[C:23]([CH3:38])[CH:22]=3)=[CH:19][N:20]=2)[CH2:11][CH2:10][CH2:9][C:8]2[CH:7]=[C:6]([C:12]([OH:14])=[O:13])[CH:5]=[CH:4][C:3]1=2. The catalyst class is: 242. (7) Reactant: O[CH2:2][C:3]1[CH:7]=[C:6]([C:8]2[C:9]([N:14]([C:22]([O:24][C:25]([CH3:28])([CH3:27])[CH3:26])=[O:23])[C:15]([O:17][C:18]([CH3:21])([CH3:20])[CH3:19])=[O:16])=[N:10][CH:11]=[CH:12][CH:13]=2)[O:5][N:4]=1.C(N(CC)CC)C.COCCOC.P(Br)(Br)[Br:43]. Product: [C:18]([O:17][C:15]([N:14]([C:9]1[C:8]([C:6]2[O:5][N:4]=[C:3]([CH2:2][Br:43])[CH:7]=2)=[CH:13][CH:12]=[CH:11][N:10]=1)[C:22]([O:24][C:25]([CH3:27])([CH3:26])[CH3:28])=[O:23])=[O:16])([CH3:20])([CH3:19])[CH3:21]. The catalyst class is: 6. (8) Reactant: [CH3:1][CH:2]([CH3:7])[CH2:3][C:4]([OH:6])=[O:5].[C:8](=[O:15])([S:12][CH2:13][CH3:14])[O:9][CH2:10]I. Product: [CH2:13]([S:12][C:8]([O:9][CH2:10][O:5][C:4](=[O:6])[CH2:3][CH:2]([CH3:7])[CH3:1])=[O:15])[CH3:14]. The catalyst class is: 229. (9) Reactant: [CH3:1][O:2][C:3]([C:5]1([C:8]2[CH:28]=[CH:27][C:11]([CH2:12][N:13]3[C:21]4[C:16](=[CH:17][C:18]([C:22](O)=[O:23])=[CH:19][CH:20]=4)[C:15]([CH3:25])=[C:14]3[CH3:26])=[CH:10][CH:9]=2)[CH2:7][CH2:6]1)=[O:4].[Br:29][C:30]1[CH:31]=[C:32]([C@@H:36]([NH2:38])[CH3:37])[CH:33]=[CH:34][CH:35]=1.CCN(C(C)C)C(C)C.CN(C(ON1N=NC2C=CC=NC1=2)=[N+](C)C)C.F[P-](F)(F)(F)(F)F. Product: [Br:29][C:30]1[CH:31]=[C:32]([C@@H:36]([NH:38][C:22]([C:18]2[CH:17]=[C:16]3[C:21](=[CH:20][CH:19]=2)[N:13]([CH2:12][C:11]2[CH:27]=[CH:28][C:8]([C:5]4([C:3]([O:2][CH3:1])=[O:4])[CH2:7][CH2:6]4)=[CH:9][CH:10]=2)[C:14]([CH3:26])=[C:15]3[CH3:25])=[O:23])[CH3:37])[CH:33]=[CH:34][CH:35]=1. The catalyst class is: 39.